The task is: Predict the reactants needed to synthesize the given product.. This data is from Full USPTO retrosynthesis dataset with 1.9M reactions from patents (1976-2016). (1) Given the product [C:1]([O:4][C@H:5]1[C@@H:19]([O:20][C:21](=[O:23])[CH3:22])[C@H:18]([O:24][C:25](=[O:27])[CH3:26])[C@@H:17]([CH2:28][O:29][C:30](=[O:32])[CH3:31])[O:16][C@@H:6]1[O:7][C:8]1[CH:13]=[CH:12][C:11]([C:40]2[CH:41]=[CH:42][C:37]([C:35]([O:34][CH3:33])=[O:36])=[CH:38][CH:39]=2)=[CH:10][C:9]=1[Cl:15])(=[O:3])[CH3:2], predict the reactants needed to synthesize it. The reactants are: [C:1]([O:4][C@H:5]1[C@@H:19]([O:20][C:21](=[O:23])[CH3:22])[C@H:18]([O:24][C:25](=[O:27])[CH3:26])[C@@H:17]([CH2:28][O:29][C:30](=[O:32])[CH3:31])[O:16][C@@H:6]1[O:7][C:8]1[CH:13]=[CH:12][C:11](Br)=[CH:10][C:9]=1[Cl:15])(=[O:3])[CH3:2].[CH3:33][O:34][C:35]([C:37]1[CH:42]=[CH:41][C:40](B(O)O)=[CH:39][CH:38]=1)=[O:36].C(=O)([O-])[O-].[Cs+].[Cs+]. (2) Given the product [F:16][C:4]1[CH:3]=[C:2]([NH:1][C:29]([N:19]2[CH2:20][CH2:21][N:22]([C:23]3[CH:28]=[CH:27][CH:26]=[CH:25][CH:24]=3)[C:18]2=[O:17])=[O:30])[CH:15]=[CH:14][C:5]=1[O:6][C:7]1[CH:8]=[CH:9][C:10](=[O:13])[NH:11][CH:12]=1, predict the reactants needed to synthesize it. The reactants are: [NH2:1][C:2]1[CH:15]=[CH:14][C:5]([O:6][C:7]2[CH:8]=[CH:9][C:10](=[O:13])[NH:11][CH:12]=2)=[C:4]([F:16])[CH:3]=1.[O:17]=[C:18]1[N:22]([C:23]2[CH:28]=[CH:27][CH:26]=[CH:25][CH:24]=2)[CH2:21][CH2:20][N:19]1[C:29](Cl)=[O:30].CCN(C(C)C)C(C)C.[OH-].[NH4+]. (3) Given the product [CH2:36]([O:35][C:28](=[O:34])[C:29](=[O:31])[CH:25]([CH3:26])[C:24]([C:22]1[CH:21]=[CH:20][C:3]([O:4][CH2:5][C:6]2[C:7]([N:13]3[C:17](=[O:18])[N:16]([CH3:19])[N:15]=[N:14]3)=[CH:8][CH:9]=[CH:10][C:11]=2[CH3:12])=[C:2]([CH3:1])[CH:23]=1)=[O:27])[CH3:37], predict the reactants needed to synthesize it. The reactants are: [CH3:1][C:2]1[CH:23]=[C:22]([C:24](=[O:27])[CH2:25][CH3:26])[CH:21]=[CH:20][C:3]=1[O:4][CH2:5][C:6]1[C:11]([CH3:12])=[CH:10][CH:9]=[CH:8][C:7]=1[N:13]1[C:17](=[O:18])[N:16]([CH3:19])[N:15]=[N:14]1.[C:28]([O:35][CH2:36][CH3:37])(=[O:34])[C:29]([O:31]CC)=O.CC(C)([O-])C.[K+].Cl. (4) Given the product [F:12][C:13]([F:24])([F:25])[C:14]1[CH:22]=[C:21]2[C:17]([CH:18]=[CH:19][C:20]2=[O:23])=[CH:16][CH:15]=1, predict the reactants needed to synthesize it. The reactants are: [Cr](Cl)([O-])(=O)=O.[NH+]1C=CC=CC=1.[F:12][C:13]([F:25])([F:24])[C:14]1[CH:22]=[C:21]2[C:17]([CH:18]=[CH:19][CH:20]2[OH:23])=[CH:16][CH:15]=1.CCOCC. (5) Given the product [F:41][C:9]([F:8])([F:40])[C:10]1[CH:11]=[C:12]([CH:33]=[C:34]([C:36]([F:37])([F:38])[F:39])[CH:35]=1)[CH2:13][N:14]([C:1]#[N:2])[CH:15]1[CH2:21][CH2:20][CH2:19][N:18]([C:22]([O:24][CH:25]([CH3:27])[CH3:26])=[O:23])[C:17]2[CH:28]=[CH:29][C:30]([Br:32])=[CH:31][C:16]1=2, predict the reactants needed to synthesize it. The reactants are: [C:1](N1C=CN=C1)#[N:2].[F:8][C:9]([F:41])([F:40])[C:10]1[CH:11]=[C:12]([CH:33]=[C:34]([C:36]([F:39])([F:38])[F:37])[CH:35]=1)[CH2:13][NH:14][CH:15]1[CH2:21][CH2:20][CH2:19][N:18]([C:22]([O:24][CH:25]([CH3:27])[CH3:26])=[O:23])[C:17]2[CH:28]=[CH:29][C:30]([Br:32])=[CH:31][C:16]1=2.O. (6) The reactants are: C([Li])CCC.[CH3:6][N:7]1[C:11]([CH3:12])=[CH:10][CH:9]=[N:8]1.[C:13]1(=[O:21])[CH2:20][CH2:19][CH2:18][CH2:17][CH2:16][CH2:15][CH2:14]1. Given the product [CH3:12][C:11]1[N:7]([CH2:6][C:13]2([OH:21])[CH2:20][CH2:19][CH2:18][CH2:17][CH2:16][CH2:15][CH2:14]2)[N:8]=[CH:9][CH:10]=1, predict the reactants needed to synthesize it. (7) The reactants are: [NH2:1][C:2]1[CH:7]=[CH:6][C:5]([CH:8]2[CH2:22][N:12]3[C:13](=[O:21])[NH:14][C:15]4[CH:16]=[CH:17][CH:18]=[CH:19][C:20]=4[C:11]3=[N:10][CH2:9]2)=[C:4]([CH3:23])[CH:3]=1.C(N(CC)CC)C.[F:31][C:32]1[CH:37]=[CH:36][C:35]([C:38]([F:41])([F:40])[F:39])=[CH:34][C:33]=1[N:42]=[C:43]=[O:44]. Given the product [F:31][C:32]1[CH:37]=[CH:36][C:35]([C:38]([F:41])([F:40])[F:39])=[CH:34][C:33]=1[NH:42][C:43]([NH:1][C:2]1[CH:7]=[CH:6][C:5]([CH:8]2[CH2:22][N:12]3[C:13](=[O:21])[NH:14][C:15]4[CH:16]=[CH:17][CH:18]=[CH:19][C:20]=4[C:11]3=[N:10][CH2:9]2)=[C:4]([CH3:23])[CH:3]=1)=[O:44], predict the reactants needed to synthesize it.